Dataset: Full USPTO retrosynthesis dataset with 1.9M reactions from patents (1976-2016). Task: Predict the reactants needed to synthesize the given product. (1) Given the product [CH2:155]([O:157][C:158](=[O:159])[CH2:160][N:161]([CH2:171][C:172]1[CH:173]=[CH:174][C:175]([O:176][CH2:177][C:178]([NH:59][C:56]2[CH:57]=[CH:58][C:53]([S:52][CH2:51][C:7]3[N:8]=[C:9]([CH2:48][CH2:49][CH3:50])[N:10]([CH2:11][C:12]4[CH:13]=[CH:14][C:15]([C:18]5[CH:23]=[CH:22][CH:21]=[CH:20][C:19]=5[C:24]5[N:28]([C:29]([C:42]6[CH:43]=[CH:44][CH:45]=[CH:46][CH:47]=6)([C:36]6[CH:41]=[CH:40][CH:39]=[CH:38][CH:37]=6)[C:30]6[CH:35]=[CH:34][CH:33]=[CH:32][CH:31]=6)[N:27]=[N:26][N:25]=5)=[CH:16][CH:17]=4)[C:6]=3[C:4]([O:3][CH2:1][CH3:2])=[O:5])=[CH:54][C:55]=2[N:60]([C:62]([O:64][C:65]([CH3:66])([CH3:68])[CH3:67])=[O:63])[CH3:61])=[O:179])=[CH:181][CH:182]=1)[C:162]([O:164][C:165]1[CH:170]=[CH:169][CH:168]=[CH:167][CH:166]=1)=[O:163])[CH3:156], predict the reactants needed to synthesize it. The reactants are: [CH2:1]([O:3][C:4]([C:6]1[N:10]([CH2:11][C:12]2[CH:17]=[CH:16][C:15]([C:18]3[CH:23]=[CH:22][CH:21]=[CH:20][C:19]=3[C:24]3[N:28]([C:29]([C:42]4[CH:47]=[CH:46][CH:45]=[CH:44][CH:43]=4)([C:36]4[CH:41]=[CH:40][CH:39]=[CH:38][CH:37]=4)[C:30]4[CH:35]=[CH:34][CH:33]=[CH:32][CH:31]=4)[N:27]=[N:26][N:25]=3)=[CH:14][CH:13]=2)[C:9]([CH2:48][CH2:49][CH3:50])=[N:8][C:7]=1[CH2:51][S:52][C:53]1[CH:58]=[CH:57][C:56]([NH2:59])=[C:55]([N:60]([C:62]([O:64][C:65]([CH3:68])([CH3:67])[CH3:66])=[O:63])[CH3:61])[CH:54]=1)=[O:5])[CH3:2].C1(C(C2C=CC=CC=2)(C2C=CC=CC=2)N2C=NN=N2)C=CC=CC=1.C(OC(C1N(CC2C=CC(C3C=CC=CC=3C3N(C(C4C=CC=CC=4)(C4C=CC=CC=4)C4C=CC=CC=4)N=NN=3)=CC=2)C(CCC)=NC=1CSCCSC1C=CC(O)=CC=1)=O)C.[CH2:155]([O:157][C:158]([CH2:160][N:161]([CH2:171][C:172]1[CH:182]=[CH:181][C:175]([O:176][CH2:177][C:178](O)=[O:179])=[CH:174][CH:173]=1)[C:162]([O:164][C:165]1[CH:170]=[CH:169][CH:168]=[CH:167][CH:166]=1)=[O:163])=[O:159])[CH3:156].[Cl-].COC1N=C(OC)N=C([N+]2(C)CCOCC2)N=1. (2) The reactants are: Cl[C:2]1[N:7]=[C:6]([C:8]2[S:12][C:11]([N:13]3[CH2:18][CH2:17][O:16][CH2:15][CH2:14]3)=[N:10][C:9]=2[C:19]2[C:20]([F:37])=[C:21]([NH:25][S:26]([C:29]3[C:34]([F:35])=[CH:33][CH:32]=[CH:31][C:30]=3[F:36])(=[O:28])=[O:27])[CH:22]=[CH:23][CH:24]=2)[CH:5]=[CH:4][N:3]=1.[NH3:38].CO. Given the product [NH2:38][C:2]1[N:7]=[C:6]([C:8]2[S:12][C:11]([N:13]3[CH2:18][CH2:17][O:16][CH2:15][CH2:14]3)=[N:10][C:9]=2[C:19]2[C:20]([F:37])=[C:21]([NH:25][S:26]([C:29]3[C:34]([F:35])=[CH:33][CH:32]=[CH:31][C:30]=3[F:36])(=[O:28])=[O:27])[CH:22]=[CH:23][CH:24]=2)[CH:5]=[CH:4][N:3]=1, predict the reactants needed to synthesize it. (3) Given the product [CH3:1][C:2]1[C:3]([C@H:21]([OH:27])[C:22]([O:24][CH2:25][CH3:26])=[O:23])=[C:4]([O:13][S:14]([C:17]([F:19])([F:20])[F:18])(=[O:15])=[O:16])[C:5]2[C:10]([C:11]=1[CH3:12])=[CH:9][CH:8]=[CH:7][CH:6]=2, predict the reactants needed to synthesize it. The reactants are: [CH3:1][C:2]1[C:3]([C:21](=[O:27])[C:22]([O:24][CH2:25][CH3:26])=[O:23])=[C:4]([O:13][S:14]([C:17]([F:20])([F:19])[F:18])(=[O:16])=[O:15])[C:5]2[C:10]([C:11]=1[CH3:12])=[CH:9][CH:8]=[CH:7][CH:6]=2.[B]1OC2C(=CC=CC=2)O1. (4) The reactants are: [NH2:1][C:2]1[C:3]2[N:4]([C:8]([C@H:25]3[CH2:30][CH2:29][C@H:28]([C:31](N)=[O:32])[CH2:27][CH2:26]3)=[N:9][C:10]=2[C:11]2[CH:16]=[CH:15][CH:14]=[C:13]([O:17][CH2:18][C:19]3[CH:24]=[CH:23][CH:22]=[CH:21][CH:20]=3)[CH:12]=2)[CH:5]=[CH:6][N:7]=1.C(OC1C=C(C2N=C(C3CCC(CO)CC3)N3C=CN=C(Cl)C=23)C=CC=1)C1C=CC=CC=1. Given the product [NH2:1][C:2]1[C:3]2[N:4]([C:8]([C@@H:25]3[CH2:30][CH2:29][C@H:28]([CH2:31][OH:32])[CH2:27][CH2:26]3)=[N:9][C:10]=2[C:11]2[CH:16]=[CH:15][CH:14]=[C:13]([O:17][CH2:18][C:19]3[CH:20]=[CH:21][CH:22]=[CH:23][CH:24]=3)[CH:12]=2)[CH:5]=[CH:6][N:7]=1, predict the reactants needed to synthesize it. (5) Given the product [CH3:1][C:2]1[CH:7]=[C:6]([CH3:8])[CH:5]=[CH:4][C:3]=1[NH:9][C:10]1[C:11](=[O:20])[N:12]([CH3:19])[CH:13]=[C:14]([N:16]([CH2:31][CH2:25][CH3:26])[CH2:21][CH2:22][CH3:23])[CH:15]=1, predict the reactants needed to synthesize it. The reactants are: [CH3:1][C:2]1[CH:7]=[C:6]([CH3:8])[CH:5]=[CH:4][C:3]=1[NH:9][C:10]1[C:11](=[O:20])[N:12]([CH3:19])[CH:13]=[C:14]([N+:16]([O-])=O)[CH:15]=1.[CH:21](=O)[CH2:22][CH3:23].[C:25](O)(=O)[CH3:26].[H][H].[CH2:31](O)C. (6) Given the product [NH2:2][C@H:3]([C:12]([OH:13])=[O:16])[CH2:4][C:5](=[O:11])[O:6][C:7]([CH3:10])([CH3:9])[CH3:8], predict the reactants needed to synthesize it. The reactants are: O[NH:2][C@H:3]([C:12](N)=[O:13])[CH2:4][C:5](=[O:11])[O:6][C:7]([CH3:10])([CH3:9])[CH3:8].C(Cl)(Cl)=[O:16]. (7) The reactants are: [C:1]1([N:7]2[C:11]([SH:12])=[N:10][N:9]=[N:8]2)[CH:6]=[CH:5][CH:4]=[CH:3][CH:2]=1.Br[CH2:14][CH2:15][CH2:16][CH2:17][CH2:18][CH2:19][CH2:20][CH2:21][CH2:22][CH2:23][CH2:24][CH2:25][OH:26].C(=O)([O-])[O-].[K+].[K+]. Given the product [C:1]1([N:7]2[C:11]([S:12][CH2:14][CH2:15][CH2:16][CH2:17][CH2:18][CH2:19][CH2:20][CH2:21][CH2:22][CH2:23][CH2:24][CH2:25][OH:26])=[N:10][N:9]=[N:8]2)[CH:2]=[CH:3][CH:4]=[CH:5][CH:6]=1, predict the reactants needed to synthesize it.